The task is: Predict the reactants needed to synthesize the given product.. This data is from Full USPTO retrosynthesis dataset with 1.9M reactions from patents (1976-2016). The reactants are: [C:1](OCC)(OCC)(OCC)[CH3:2].[F:12][C:13]1[CH:18]=[CH:17][C:16]([C:19]2[CH:23]=[C:22]([CH2:24][NH:25][C:26]3[C:35]4[C:30](=[CH:31][CH:32]=[CH:33][N:34]=4)[N:29]=[CH:28][C:27]=3[NH2:36])[O:21][N:20]=2)=[CH:15][CH:14]=1. Given the product [F:12][C:13]1[CH:14]=[CH:15][C:16]([C:19]2[CH:23]=[C:22]([CH2:24][N:25]3[C:26]4[C:35]5[N:34]=[CH:33][CH:32]=[CH:31][C:30]=5[N:29]=[CH:28][C:27]=4[N:36]=[C:1]3[CH3:2])[O:21][N:20]=2)=[CH:17][CH:18]=1, predict the reactants needed to synthesize it.